From a dataset of Peptide-MHC class I binding affinity with 185,985 pairs from IEDB/IMGT. Regression. Given a peptide amino acid sequence and an MHC pseudo amino acid sequence, predict their binding affinity value. This is MHC class I binding data. (1) The peptide sequence is EWSVATFYL. The MHC is HLA-A30:02 with pseudo-sequence HLA-A30:02. The binding affinity (normalized) is 0.0481. (2) The peptide sequence is SQCQAIHNVV. The MHC is Mamu-B01 with pseudo-sequence Mamu-B01. The binding affinity (normalized) is 0. (3) The peptide sequence is YVDIIGLSV. The MHC is HLA-A02:19 with pseudo-sequence HLA-A02:19. The binding affinity (normalized) is 0.872. (4) The peptide sequence is ESDGKPQKV. The MHC is HLA-A23:01 with pseudo-sequence HLA-A23:01. The binding affinity (normalized) is 0. (5) The peptide sequence is WQQIGLVEV. The MHC is HLA-B57:01 with pseudo-sequence HLA-B57:01. The binding affinity (normalized) is 0.0847.